The task is: Predict the reaction yield, written as a fraction of the theoretical maximum amount of product (1.0 means a 100% yield; for example, 0.34 means a 34% yield).. This data is from Reaction yield outcomes from USPTO patents with 853,638 reactions. (1) The reactants are [NH2:1][C:2]1[CH:3]=[CH:4][C:5]([Cl:8])=[N:6][CH:7]=1.C(N(CC)CC)C.[Cl-].ClC1N(C)CC[NH+]1C.[CH3:25][O:26][C:27]1[C:28](=[O:51])[C:29]([CH3:50])=[C:30]([CH2:36][C:37]2[CH:38]=[CH:39][C:40]([O:46][C:47](=[O:49])[CH3:48])=[C:41]([CH:45]=2)[C:42](O)=[O:43])[C:31](=[O:35])[C:32]=1[O:33][CH3:34]. The catalyst is C(Cl)Cl. The product is [Cl:8][C:5]1[N:6]=[CH:7][C:2]([NH:1][C:42](=[O:43])[C:41]2[CH:45]=[C:37]([CH2:36][C:30]3[C:31](=[O:35])[C:32]([O:33][CH3:34])=[C:27]([O:26][CH3:25])[C:28](=[O:51])[C:29]=3[CH3:50])[CH:38]=[CH:39][C:40]=2[O:46][C:47](=[O:49])[CH3:48])=[CH:3][CH:4]=1. The yield is 0.550. (2) The reactants are [NH2:1][C:2]1[C:3]([F:20])=[C:4]([C:9]2[N:14]=[C:13]([C:15]([O:17][CH3:18])=[O:16])[CH:12]=[CH:11][C:10]=2[F:19])[C:5]([F:8])=[CH:6][CH:7]=1.C(N(C(C)C)C(C)C)C.[C:30](Cl)(=[O:32])[CH3:31]. The catalyst is C1COCC1.CCOC(C)=O. The product is [C:30]([NH:1][C:2]1[C:3]([F:20])=[C:4]([C:9]2[N:14]=[C:13]([C:15]([O:17][CH3:18])=[O:16])[CH:12]=[CH:11][C:10]=2[F:19])[C:5]([F:8])=[CH:6][CH:7]=1)(=[O:32])[CH3:31]. The yield is 0.780. (3) The reactants are [F:1][C:2]([F:12])([CH:8]([OH:11])[CH2:9][CH3:10])[C:3]([O:5][CH2:6][CH3:7])=[O:4].C(Cl)(Cl)Cl.[C:17](Cl)(=[O:21])[C:18]([CH3:20])=[CH2:19].C(N(CC)CC)C. The catalyst is O. The product is [C:17]([O:11][CH:8]([CH2:9][CH3:10])[C:2]([C:3]([O:5][CH2:6][CH3:7])=[O:4])([F:12])[F:1])(=[O:21])[C:18]([CH3:20])=[CH2:19]. The yield is 0.660. (4) The reactants are [NH:1]1[CH2:6][CH2:5][CH:4]([CH2:7][O:8][C:9](=[O:20])[NH:10][C:11]2[CH:16]=[CH:15][C:14]([CH:17]([CH3:19])[CH3:18])=[CH:13][CH:12]=2)[CH2:3][CH2:2]1.Cl[C:22]1[C:31]2[C:26](=[CH:27][C:28]([O:34][CH3:35])=[C:29]([O:32][CH3:33])[CH:30]=2)[N:25]=[CH:24][N:23]=1. The catalyst is C(O)(C)C. The product is [CH3:33][O:32][C:29]1[CH:30]=[C:31]2[C:26](=[CH:27][C:28]=1[O:34][CH3:35])[N:25]=[CH:24][N:23]=[C:22]2[N:1]1[CH2:2][CH2:3][CH:4]([CH2:7][O:8][C:9](=[O:20])[NH:10][C:11]2[CH:12]=[CH:13][C:14]([CH:17]([CH3:18])[CH3:19])=[CH:15][CH:16]=2)[CH2:5][CH2:6]1. The yield is 0.0230. (5) The reactants are [NH2:1][C:2]1[S:3][C:4]2[C:9]([NH:10][C@H:11]([CH2:14][CH:15]([CH3:17])[CH3:16])[CH2:12][OH:13])=[N:8][C:7]([SH:18])=[N:6][C:5]=2[N:19]=1.Cl[C@@H:21]([C:23]1[C:28]([F:29])=[CH:27][CH:26]=[CH:25][N:24]=1)[CH3:22]. No catalyst specified. The product is [NH2:1][C:2]1[S:3][C:4]2[C:9]([NH:10][C@H:11]([CH2:14][CH:15]([CH3:16])[CH3:17])[CH2:12][OH:13])=[N:8][C:7]([S:18][C@H:21]([C:23]3[C:28]([F:29])=[CH:27][CH:26]=[CH:25][N:24]=3)[CH3:22])=[N:6][C:5]=2[N:19]=1. The yield is 0.470. (6) The reactants are [Br:1][C:2]1[CH:3]=[C:4]([C@:8]23[CH2:16][NH:15][CH2:14][C@H:13]2[CH2:12][S:11][C:10]([NH:17][C:18](=[O:25])[C:19]2[CH:24]=[CH:23][CH:22]=[CH:21][CH:20]=2)=[N:9]3)[CH:5]=[CH:6][CH:7]=1.[C:26]([O:30][C:31](O[C:31]([O:30][C:26]([CH3:29])([CH3:28])[CH3:27])=[O:32])=[O:32])([CH3:29])([CH3:28])[CH3:27].C(N(CC)CC)C. The catalyst is ClCCl. The product is [C:18]([NH:17][C:10]1[S:11][CH2:12][C@@H:13]2[CH2:14][N:15]([C:31]([O:30][C:26]([CH3:29])([CH3:28])[CH3:27])=[O:32])[CH2:16][C@:8]2([C:4]2[CH:5]=[CH:6][CH:7]=[C:2]([Br:1])[CH:3]=2)[N:9]=1)(=[O:25])[C:19]1[CH:20]=[CH:21][CH:22]=[CH:23][CH:24]=1. The yield is 1.00. (7) The yield is 0.880. The catalyst is Cl.O1CCOCC1. The product is [Br:1][C:2]1[CH:23]=[C:22](/[CH:24]=[CH:25]/[CH:26]([C:31]2[CH:32]=[C:33]([Cl:39])[C:34]([Cl:38])=[C:35]([Cl:37])[CH:36]=2)[C:27]([F:30])([F:28])[F:29])[CH:21]=[CH:20][C:3]=1[C:4]([NH:6][CH:7]1[CH2:12][CH2:11][NH:10][CH2:9][CH2:8]1)=[O:5]. The reactants are [Br:1][C:2]1[CH:23]=[C:22](/[CH:24]=[CH:25]/[CH:26]([C:31]2[CH:36]=[C:35]([Cl:37])[C:34]([Cl:38])=[C:33]([Cl:39])[CH:32]=2)[C:27]([F:30])([F:29])[F:28])[CH:21]=[CH:20][C:3]=1[C:4]([NH:6][CH:7]1[CH2:12][CH2:11][N:10](C(OC(C)(C)C)=O)[CH2:9][CH2:8]1)=[O:5].